From a dataset of NCI-60 drug combinations with 297,098 pairs across 59 cell lines. Regression. Given two drug SMILES strings and cell line genomic features, predict the synergy score measuring deviation from expected non-interaction effect. (1) Drug 1: CC(CN1CC(=O)NC(=O)C1)N2CC(=O)NC(=O)C2. Drug 2: B(C(CC(C)C)NC(=O)C(CC1=CC=CC=C1)NC(=O)C2=NC=CN=C2)(O)O. Cell line: MOLT-4. Synergy scores: CSS=35.2, Synergy_ZIP=-14.2, Synergy_Bliss=-23.6, Synergy_Loewe=-19.4, Synergy_HSA=-19.2. (2) Drug 1: CN(C)C1=NC(=NC(=N1)N(C)C)N(C)C. Drug 2: C1=CC=C(C(=C1)C(C2=CC=C(C=C2)Cl)C(Cl)Cl)Cl. Cell line: TK-10. Synergy scores: CSS=-4.21, Synergy_ZIP=1.15, Synergy_Bliss=2.90, Synergy_Loewe=-1.60, Synergy_HSA=-1.60. (3) Synergy scores: CSS=49.2, Synergy_ZIP=-1.31, Synergy_Bliss=-2.04, Synergy_Loewe=10.6, Synergy_HSA=11.1. Drug 2: C1C(C(OC1N2C=NC(=NC2=O)N)CO)O. Drug 1: C1CN(CCN1C(=O)CCBr)C(=O)CCBr. Cell line: K-562.